From a dataset of Full USPTO retrosynthesis dataset with 1.9M reactions from patents (1976-2016). Predict the reactants needed to synthesize the given product. Given the product [Cl:11][C:10]1[C:5]2[N:6]([C:2]([CH2:18][CH:16]=[CH2:17])=[C:3]([C:12]([O:14][CH3:15])=[O:13])[N:4]=2)[CH:7]=[CH:8][N:9]=1, predict the reactants needed to synthesize it. The reactants are: Br[C:2]1[N:6]2[CH:7]=[CH:8][N:9]=[C:10]([Cl:11])[C:5]2=[N:4][C:3]=1[C:12]([O:14][CH3:15])=[O:13].[CH:16]([Mg]Cl)([CH3:18])[CH3:17].[Cu](C#N)C#N.C(Br)C=C.